Dataset: Forward reaction prediction with 1.9M reactions from USPTO patents (1976-2016). Task: Predict the product of the given reaction. (1) Given the reactants [C:1]([O:5][C:6]([N:8]([CH3:33])[C:9]([NH:25][C:26]([O:28][C:29]([CH3:32])([CH3:31])[CH3:30])=[O:27])=[N:10][O:11][CH2:12][CH2:13][NH:14]C(OCC1C=CC=CC=1)=O)=[O:7])([CH3:4])([CH3:3])[CH3:2], predict the reaction product. The product is: [C:1]([O:5][C:6]([N:8]([CH3:33])[C:9]([NH:25][C:26]([O:28][C:29]([CH3:32])([CH3:31])[CH3:30])=[O:27])=[N:10][O:11][CH2:12][CH2:13][NH2:14])=[O:7])([CH3:2])([CH3:4])[CH3:3]. (2) Given the reactants Br[C:2]1[C:6]2[C:7]([NH2:20])=[N:8][CH:9]=[C:10](/[CH:11]=[CH:12]/[CH:13]([O:17][CH2:18][CH3:19])[O:14][CH2:15][CH3:16])[C:5]=2[S:4][CH:3]=1.[O:21]([C:28]1[CH:33]=[CH:32][C:31](B(O)O)=[CH:30][CH:29]=1)[C:22]1[CH:27]=[CH:26][CH:25]=[CH:24][CH:23]=1.C(=O)([O-])[O-].[Na+].[Na+], predict the reaction product. The product is: [CH2:15]([O:14][CH:13]([O:17][CH2:18][CH3:19])/[CH:12]=[CH:11]/[C:10]1[C:5]2[S:4][CH:3]=[C:2]([C:31]3[CH:32]=[CH:33][C:28]([O:21][C:22]4[CH:27]=[CH:26][CH:25]=[CH:24][CH:23]=4)=[CH:29][CH:30]=3)[C:6]=2[C:7]([NH2:20])=[N:8][CH:9]=1)[CH3:16]. (3) Given the reactants [C:1]([N:4]1[CH2:9][CH2:8][N:7]([CH:10]([C:12]2[CH:17]=[CH:16][N:15]=[C:14]([NH:18][C:19](=O)OC(C)(C)C)[CH:13]=2)[CH3:11])[CH2:6][CH2:5]1)(=[O:3])[CH3:2].[H-].[Na+].ClC1[S:30][C:31]([C:34]#[N:35])=[CH:32][N:33]=1, predict the reaction product. The product is: [C:1]([N:4]1[CH2:5][CH2:6][N:7]([CH:10]([C:12]2[CH:17]=[CH:16][N:15]=[C:14]([NH:18][C:19]3[S:30][C:31]([C:34]#[N:35])=[CH:32][N:33]=3)[CH:13]=2)[CH3:11])[CH2:8][CH2:9]1)(=[O:3])[CH3:2]. (4) Given the reactants [C:1]([OH:4])(=[O:3])[CH3:2].[O:5]=[C:6]1[CH2:11][CH2:10][CH2:9][CH2:8][N:7]1[C:12]1[CH:17]=[CH:16][C:15]([NH:18][C:19]([C:21]2[CH2:25][CH2:24][CH2:23][C:22]=2[C:26]2[CH:31]=[CH:30][CH:29]=[C:28]([C:32](=[NH:35])[NH:33]O)[CH:27]=2)=[O:20])=[CH:14][CH:13]=1, predict the reaction product. The product is: [C:1]([OH:4])(=[O:3])[CH3:2].[O:5]=[C:6]1[CH2:11][CH2:10][CH2:9][CH2:8][N:7]1[C:12]1[CH:13]=[CH:14][C:15]([NH:18][C:19]([C:21]2[CH2:25][CH2:24][CH2:23][C:22]=2[C:26]2[CH:31]=[CH:30][CH:29]=[C:28]([C:32](=[NH:33])[NH2:35])[CH:27]=2)=[O:20])=[CH:16][CH:17]=1. (5) The product is: [Cl:10][CH2:11][C:12]([N:4]1[CH2:5][CH2:6][CH2:7][CH:3]1[C:2]([F:9])([F:8])[F:1])=[O:13]. Given the reactants [F:1][C:2]([F:9])([F:8])[CH:3]1[CH2:7][CH2:6][CH2:5][NH:4]1.[Cl:10][CH2:11][C:12](Cl)=[O:13], predict the reaction product.